Dataset: Full USPTO retrosynthesis dataset with 1.9M reactions from patents (1976-2016). Task: Predict the reactants needed to synthesize the given product. Given the product [C:7]1([C:1]2[CH:6]=[CH:5][CH:4]=[CH:3][CH:2]=2)[CH:14]=[CH:13][C:10]([CH2:11][N:22]2[C:30]3[C:25](=[CH:26][CH:27]=[C:28]([CH2:31][C:32]([OH:34])=[O:33])[CH:29]=3)[CH:24]=[CH:23]2)=[CH:9][CH:8]=1.[CH2:15]([N:22]1[C:30]2[C:25](=[CH:26][CH:27]=[C:28]([CH2:31][C:32]([OH:34])=[O:33])[CH:29]=2)[CH:24]=[CH:23]1)[C:16]1[CH:17]=[CH:18][CH:19]=[CH:20][CH:21]=1, predict the reactants needed to synthesize it. The reactants are: [C:1]1([C:7]2[CH:14]=[CH:13][C:10]([CH2:11]Cl)=[CH:9][CH:8]=2)[CH:6]=[CH:5][CH:4]=[CH:3][CH:2]=1.[CH2:15]([N:22]1[C:30]2[C:25](=[CH:26][CH:27]=[C:28]([CH2:31][C:32]([OH:34])=[O:33])[CH:29]=2)[CH:24]=[CH:23]1)[C:16]1[CH:21]=[CH:20][CH:19]=[CH:18][CH:17]=1.